This data is from Catalyst prediction with 721,799 reactions and 888 catalyst types from USPTO. The task is: Predict which catalyst facilitates the given reaction. (1) Reactant: Cl.[NH2:2][CH2:3][C:4]([NH:6][C:7]1[CH:17]=[CH:16][C:10]([C:11]([O:13][CH2:14][CH3:15])=[O:12])=[CH:9][C:8]=1[O:18][CH3:19])=[O:5].C(N(CC)CC)C.[CH3:27][C:28]([CH3:32])=[CH:29][CH:30]=O. Product: [CH3:19][O:18][C:8]1[CH:9]=[C:10]([CH:16]=[CH:17][C:7]=1[NH:6][C:4](=[O:5])[CH2:3]/[N:2]=[CH:30]/[CH:29]=[C:28]([CH3:32])[CH3:27])[C:11]([O:13][CH2:14][CH3:15])=[O:12]. The catalyst class is: 237. (2) Reactant: [F:1][CH:2]([F:9])[C:3]([CH3:8])([CH3:7])C(O)=O.C1C=CC(P([N:24]=[N+]=[N-])(C2C=CC=CC=2)=O)=CC=1.[Cl:27][C:28]1[CH:29]=[C:30]([C:35]2[C:43]([C:44]([NH2:46])=[O:45])=[C:38]3[CH2:39][NH:40][CH2:41][CH2:42][N:37]3[N:36]=2)[CH:31]=[CH:32][C:33]=1[F:34].C1[CH2:51][O:50]CC1. Product: [Cl:27][C:28]1[CH:29]=[C:30]([C:35]2[C:43]([C:44]([NH2:46])=[O:45])=[C:38]3[CH2:39][N:40]([C:51]([NH:24][C:3]([CH3:7])([CH3:8])[CH:2]([F:1])[F:9])=[O:50])[CH2:41][CH2:42][N:37]3[N:36]=2)[CH:31]=[CH:32][C:33]=1[F:34]. The catalyst class is: 133. (3) Reactant: [O:1]1[CH2:5][CH2:4][CH2:3][CH:2]1[C:6]1[CH:18]=[CH:17][C:9]([C:10]([O:12]C(C)(C)C)=[O:11])=[CH:8][CH:7]=1.FC(F)(F)C(O)=O. Product: [O:1]1[CH2:5][CH2:4][CH2:3][CH:2]1[C:6]1[CH:18]=[CH:17][C:9]([C:10]([OH:12])=[O:11])=[CH:8][CH:7]=1. The catalyst class is: 4. (4) Reactant: [CH3:1][C:2]1[NH:3][CH:4]=[C:5]([C:7]([OH:9])=[O:8])[N:6]=1.Cl[C:11]1[N:16]=[CH:15][C:14]([C:17]#[N:18])=[CH:13][CH:12]=1.C([O-])([O-])=O.[K+].[K+]. Product: [C:17]([C:14]1[CH:13]=[CH:12][C:11]([N:3]2[CH:4]=[C:5]([C:7]([OH:9])=[O:8])[N:6]=[C:2]2[CH3:1])=[N:16][CH:15]=1)#[N:18]. The catalyst class is: 3. (5) Product: [CH3:7][O:8][C:9]1[CH:10]=[CH:11][CH:12]=[C:13]2[C:18]=1[N:17]=[C:16]([C:19]1[N:23]3[CH:24]=[CH:25][C:26]([O:28][CH2:29][CH2:30][O:31][CH3:32])=[CH:27][C:22]3=[N:21][CH:20]=1)[CH:15]=[C:14]2[CH:33]=[O:36]. Reactant: I([O-])(=O)(=O)=O.[Na+].[CH3:7][O:8][C:9]1[CH:10]=[CH:11][CH:12]=[C:13]2[C:18]=1[N:17]=[C:16]([C:19]1[N:23]3[CH:24]=[CH:25][C:26]([O:28][CH2:29][CH2:30][O:31][CH3:32])=[CH:27][C:22]3=[N:21][CH:20]=1)[CH:15]=[C:14]2[CH:33]([OH:36])CO. The catalyst class is: 2. (6) Reactant: [NH2:1][C:2]1[CH:3]=[C:4]([C:11]2[CH:16]=[CH:15][C:14]([O:17][CH3:18])=[CH:13][CH:12]=2)[CH:5]=[CH:6][C:7]=1[C:8]([OH:10])=[O:9].[Cl:19][C:20]1[CH:25]=[C:24]([O:26][C:27]([F:30])([F:29])[F:28])[CH:23]=[C:22]([Cl:31])[C:21]=1[N:32]=[C:33]=[O:34].C(N(CC)C(C)C)(C)C.Cl. Product: [Cl:19][C:20]1[CH:25]=[C:24]([O:26][C:27]([F:29])([F:28])[F:30])[CH:23]=[C:22]([Cl:31])[C:21]=1[NH:32][C:33]([NH:1][C:2]1[CH:3]=[C:4]([C:11]2[CH:16]=[CH:15][C:14]([O:17][CH3:18])=[CH:13][CH:12]=2)[CH:5]=[CH:6][C:7]=1[C:8]([OH:10])=[O:9])=[O:34]. The catalyst class is: 124. (7) Reactant: Cl.[C:2]([O:6][C:7](=[O:14])[CH:8]([NH2:13])[CH2:9][CH:10]([CH3:12])[CH3:11])([CH3:5])([CH3:4])[CH3:3].[N:15]1[CH:20]=[CH:19][CH:18]=[CH:17][C:16]=1[CH:21]=O.C(N(CC)CC)C. Product: [N:15]1[CH:20]=[CH:19][CH:18]=[CH:17][C:16]=1[CH:21]=[N:13][CH:8]([CH2:9][CH:10]([CH3:11])[CH3:12])[C:7]([O:6][C:2]([CH3:3])([CH3:5])[CH3:4])=[O:14]. The catalyst class is: 4.